This data is from Peptide-MHC class I binding affinity with 185,985 pairs from IEDB/IMGT. The task is: Regression. Given a peptide amino acid sequence and an MHC pseudo amino acid sequence, predict their binding affinity value. This is MHC class I binding data. (1) The peptide sequence is ISFQQTNAM. The MHC is HLA-A02:02 with pseudo-sequence HLA-A02:02. The binding affinity (normalized) is 0.338. (2) The peptide sequence is IRYLGVLLY. The MHC is HLA-A26:02 with pseudo-sequence HLA-A26:02. The binding affinity (normalized) is 0.0847.